Dataset: Forward reaction prediction with 1.9M reactions from USPTO patents (1976-2016). Task: Predict the product of the given reaction. (1) Given the reactants [Br:1][C:2]1[CH:3]=[C:4]([CH:8]=[CH:9][C:10]=1[CH3:11])[C:5]([NH2:7])=[S:6].CO[CH:14](OC)[CH2:15]N, predict the reaction product. The product is: [Br:1][C:2]1[CH:3]=[C:4]([C:5]2[S:6][CH:14]=[CH:15][N:7]=2)[CH:8]=[CH:9][C:10]=1[CH3:11]. (2) The product is: [C:1]1([O:17][C:16](=[O:15])[CH2:18][CH2:19][CH3:20])[CH:2]=[CH:3][CH:4]=[CH:5][CH:6]=1. Given the reactants [C:1]1(CCCC([O-])=O)[CH:6]=[CH:5][CH:4]=[CH:3][CH:2]=1.[Na+].C[O:15][C:16]([C:18]1C=CC(O)=[CH:20][CH:19]=1)=[O:17].C(OC(C1C=CC(O)=CC=1)=O)CC.C(O)C(O)C.[OH-].[Na+], predict the reaction product. (3) The product is: [NH2:12][C:11]1[CH:10]=[C:9]([N:6]2[CH:2]([CH3:1])[CH2:3][CH2:4][C:5]2=[O:7])[CH:15]=[CH:14][CH:13]=1. Given the reactants [CH3:1][CH:2]1[NH:6][C:5](=[O:7])[CH2:4][CH2:3]1.I[C:9]1[CH:10]=[C:11]([CH:13]=[CH:14][CH:15]=1)[NH2:12].C(=O)([O-])[O-].[Cs+].[Cs+], predict the reaction product. (4) Given the reactants [NH:1]1[CH:5]=[CH:4][N:3]=[N:2]1.N1C=CC=N1.N1C2C(=NC=CC=2)N(O[C:21]2[C:22]3[CH2:31][CH2:30][N:29]([C:32]([C:34]4[CH:39]=[CH:38][CH:37]=[C:36]([C:40]([F:43])([F:42])[F:41])[C:35]=4[Cl:44])=[O:33])[CH2:28][C:23]=3[N:24]=[C:25]([CH3:27])[N:26]=2)N=1.ClC1C2CCN(C(OC(C)(C)C)=O)CC=2N=CN=1, predict the reaction product. The product is: [Cl:44][C:35]1[C:36]([C:40]([F:43])([F:41])[F:42])=[CH:37][CH:38]=[CH:39][C:34]=1[C:32]([N:29]1[CH2:30][CH2:31][C:22]2[C:21]([N:1]3[CH:5]=[CH:4][N:3]=[N:2]3)=[N:26][C:25]([CH3:27])=[N:24][C:23]=2[CH2:28]1)=[O:33]. (5) Given the reactants [F:1][C:2]1[CH:12]=[CH:11][CH:10]=[CH:9][C:3]=1[CH:4]=[CH:5][C:6]([OH:8])=O.[O:13]1[C:18]2[CH:19]=[CH:20][C:21]([CH:23]([NH2:25])[CH3:24])=[CH:22][C:17]=2[NH:16][CH2:15][CH2:14]1.CCN=C=NCCCN(C)C.Cl.C(N(CC)CC)C, predict the reaction product. The product is: [O:13]1[C:18]2[CH:19]=[CH:20][C:21]([CH:23]([NH:25][C:6](=[O:8])[CH:5]=[CH:4][C:3]3[CH:9]=[CH:10][CH:11]=[CH:12][C:2]=3[F:1])[CH3:24])=[CH:22][C:17]=2[NH:16][CH2:15][CH2:14]1.